This data is from Forward reaction prediction with 1.9M reactions from USPTO patents (1976-2016). The task is: Predict the product of the given reaction. (1) Given the reactants [CH2:1]([O:8][CH2:9][C:10]1[NH:11][C:12]([S:18][C:19]2[CH:24]=[CH:23][CH:22]=[C:21]([O:25][CH3:26])[CH:20]=2)=[C:13]([CH:15]([CH3:17])[CH3:16])[N:14]=1)[C:2]1[CH:7]=[CH:6][CH:5]=[CH:4][CH:3]=1.[N:27]1[CH:32]=[CH:31][C:30]([CH2:33]Cl)=[CH:29][CH:28]=1.[OH-].[Na+].[I-].[Li+], predict the reaction product. The product is: [CH2:1]([O:8][CH2:9][C:10]1[N:11]([CH2:33][C:30]2[CH:31]=[CH:32][N:27]=[CH:28][CH:29]=2)[C:12]([S:18][C:19]2[CH:24]=[CH:23][CH:22]=[C:21]([O:25][CH3:26])[CH:20]=2)=[C:13]([CH:15]([CH3:17])[CH3:16])[N:14]=1)[C:2]1[CH:3]=[CH:4][CH:5]=[CH:6][CH:7]=1. (2) Given the reactants CS(C)=O.C(Cl)(=O)C(Cl)=O.[CH2:11]([O:13][C:14](=[O:31])[CH2:15][CH2:16][CH2:17][CH2:18][CH2:19][CH2:20][N:21]1[C@@H:25]([CH2:26][OH:27])[CH2:24][C:23]([CH3:29])([CH3:28])[C:22]1=[O:30])[CH3:12].C(N(CC)CC)C, predict the reaction product. The product is: [CH2:11]([O:13][C:14](=[O:31])[CH2:15][CH2:16][CH2:17][CH2:18][CH2:19][CH2:20][N:21]1[C@@H:25]([CH:26]=[O:27])[CH2:24][C:23]([CH3:28])([CH3:29])[C:22]1=[O:30])[CH3:12]. (3) Given the reactants C1(P(C2C=CC=CC=2)C2C=CC=CC=2)C=CC=CC=1.[C:20]1([CH3:27])[C:25]([OH:26])=[CH:24][CH:23]=[CH:22][CH:21]=1.O[CH2:29][C:30]1[C:31]([CH3:44])=[N:32][N:33]([C:36]2[CH:43]=[CH:42][C:39]([C:40]#[N:41])=[CH:38][CH:37]=2)[C:34]=1[CH3:35].N(C(OC(C)(C)C)=O)=NC(OC(C)(C)C)=O, predict the reaction product. The product is: [CH3:44][C:31]1[C:30]([CH2:29][O:26][C:25]2[CH:24]=[CH:23][CH:22]=[CH:21][C:20]=2[CH3:27])=[C:34]([CH3:35])[N:33]([C:36]2[CH:43]=[CH:42][C:39]([C:40]#[N:41])=[CH:38][CH:37]=2)[N:32]=1. (4) Given the reactants C(=O)([O-])[O-].[K+].[K+].O1CCCC1.CO.C[Si]([C:18]#[C:19][C:20]1[CH:21]=[C:22]([S:26]([NH2:29])(=[O:28])=[O:27])[CH:23]=[CH:24][CH:25]=1)(C)C, predict the reaction product. The product is: [C:19]([C:20]1[CH:21]=[C:22]([S:26]([NH2:29])(=[O:27])=[O:28])[CH:23]=[CH:24][CH:25]=1)#[CH:18]. (5) Given the reactants [CH:1]1[C:6]([CH2:7][C:8]2[CH:13]=[CH:12][C:11]([NH2:14])=[CH:10][CH:9]=2)=[CH:5][CH:4]=[C:3]([NH2:15])[CH:2]=1.[C:16]1(=O)[CH2:21][CH2:20][CH2:19][CH2:18][CH2:17]1.[BH4-].[Na+].[OH-].[K+], predict the reaction product. The product is: [CH:16]1([NH:15][C:3]2[CH:2]=[CH:1][C:6]([CH2:7][C:8]3[CH:13]=[CH:12][C:11]([NH:14][CH:1]4[CH2:6][CH2:5][CH2:4][CH2:3][CH2:2]4)=[CH:10][CH:9]=3)=[CH:5][CH:4]=2)[CH2:21][CH2:20][CH2:19][CH2:18][CH2:17]1.